This data is from NCI-60 drug combinations with 297,098 pairs across 59 cell lines. The task is: Regression. Given two drug SMILES strings and cell line genomic features, predict the synergy score measuring deviation from expected non-interaction effect. (1) Drug 1: C1CC(=O)NC(=O)C1N2CC3=C(C2=O)C=CC=C3N. Drug 2: CC12CCC3C(C1CCC2OP(=O)(O)O)CCC4=C3C=CC(=C4)OC(=O)N(CCCl)CCCl.[Na+]. Synergy scores: CSS=5.34, Synergy_ZIP=3.00, Synergy_Bliss=-1.03, Synergy_Loewe=1.21, Synergy_HSA=0.191. Cell line: SNB-19. (2) Drug 1: CC1=CC2C(CCC3(C2CCC3(C(=O)C)OC(=O)C)C)C4(C1=CC(=O)CC4)C. Drug 2: CCN(CC)CCCC(C)NC1=C2C=C(C=CC2=NC3=C1C=CC(=C3)Cl)OC. Cell line: HL-60(TB). Synergy scores: CSS=24.3, Synergy_ZIP=1.31, Synergy_Bliss=-18.4, Synergy_Loewe=-28.2, Synergy_HSA=-21.1. (3) Drug 1: CC(C1=C(C=CC(=C1Cl)F)Cl)OC2=C(N=CC(=C2)C3=CN(N=C3)C4CCNCC4)N. Drug 2: C1=C(C(=O)NC(=O)N1)F. Cell line: HL-60(TB). Synergy scores: CSS=63.0, Synergy_ZIP=-4.24, Synergy_Bliss=-10.8, Synergy_Loewe=-8.07, Synergy_HSA=-7.53. (4) Drug 1: C1=NC2=C(N=C(N=C2N1C3C(C(C(O3)CO)O)F)Cl)N. Drug 2: CC1C(C(CC(O1)OC2CC(CC3=C2C(=C4C(=C3O)C(=O)C5=CC=CC=C5C4=O)O)(C(=O)C)O)N)O. Cell line: UACC-257. Synergy scores: CSS=62.9, Synergy_ZIP=-4.41, Synergy_Bliss=-1.30, Synergy_Loewe=1.27, Synergy_HSA=3.69. (5) Drug 1: CCN(CC)CCCC(C)NC1=C2C=C(C=CC2=NC3=C1C=CC(=C3)Cl)OC. Drug 2: C1C(C(OC1N2C=NC(=NC2=O)N)CO)O. Cell line: M14. Synergy scores: CSS=17.3, Synergy_ZIP=-4.22, Synergy_Bliss=-1.48, Synergy_Loewe=0.291, Synergy_HSA=-1.03. (6) Drug 1: C1=CC=C(C(=C1)C(C2=CC=C(C=C2)Cl)C(Cl)Cl)Cl. Drug 2: C1=NC2=C(N=C(N=C2N1C3C(C(C(O3)CO)O)F)Cl)N. Cell line: HL-60(TB). Synergy scores: CSS=47.0, Synergy_ZIP=4.12, Synergy_Bliss=6.76, Synergy_Loewe=-40.6, Synergy_HSA=3.82.